From a dataset of Forward reaction prediction with 1.9M reactions from USPTO patents (1976-2016). Predict the product of the given reaction. (1) Given the reactants [Cl:1][C:2]1[C:13]([Cl:14])=[CH:12][CH:11]=[CH:10][C:3]=1O[C@@H](C)C(O)=O.[NH2:15][C:16]1[CH:17]=[CH:18][C:19]2[O:23][C:22]([C:24]3[CH:29]=[CH:28][N:27]=[CH:26][CH:25]=3)=[N:21][C:20]=2[CH:30]=1, predict the reaction product. The product is: [Cl:1][C:2]1[C:13]([Cl:14])=[CH:12][CH:11]=[CH:10][C:3]=1[NH:21][CH:20]([CH3:30])[C:19]([NH:15][C:16]1[CH:17]=[CH:18][C:19]2[O:23][C:22]([C:24]3[CH:25]=[CH:26][N:27]=[CH:28][CH:29]=3)=[N:21][C:20]=2[CH:30]=1)=[O:23]. (2) Given the reactants COC1C=CC(C[N:8]2[C:16]3[C:15](=[O:17])[N:14]([CH2:18][C:19]4[N:28]=[C:27]([CH3:29])[C:26]5[C:21](=[CH:22][CH:23]=[CH:24][CH:25]=5)[N:20]=4)[C:13]4=[N:30][CH2:31][CH2:32][N:12]4[C:11]=3[N:10]=[CH:9]2)=CC=1.C1C(=O)N([Br:42])C(=O)C1, predict the reaction product. The product is: [Br:42][C:9]1[NH:8][C:16]2[C:15](=[O:17])[N:14]([CH2:18][C:19]3[N:28]=[C:27]([CH3:29])[C:26]4[C:21](=[CH:22][CH:23]=[CH:24][CH:25]=4)[N:20]=3)[C:13]3=[N:30][CH2:31][CH2:32][N:12]3[C:11]=2[N:10]=1.